Dataset: Reaction yield outcomes from USPTO patents with 853,638 reactions. Task: Predict the reaction yield, written as a fraction of the theoretical maximum amount of product (1.0 means a 100% yield; for example, 0.34 means a 34% yield). The reactants are [NH2:1][C:2]1[CH:6]=[C:5]([C:7]2[CH:8]=[N:9][NH:10][C:11]=2[CH3:12])[S:4][C:3]=1[C:13]([NH2:15])=[O:14].[CH2:16]1[C:24]2[C:19](=[CH:20][CH:21]=[CH:22][CH:23]=2)[CH2:18][C:17]1=O.[O-]S([O-])(=O)=O.[Mg+2].CC1(C)C2(CS(O)(=O)=O)C(CC1CC2)=O.C([O-])(O)=O.[Na+]. The catalyst is CCOC(C)=O.C1COCC1.CC(N(C)C)=O. The product is [CH3:12][C:11]1[NH:10][N:9]=[CH:8][C:7]=1[C:5]1[S:4][C:3]2[C:13](=[O:14])[NH:15][C:17]3([CH2:16][C:24]4[C:19](=[CH:20][CH:21]=[CH:22][CH:23]=4)[CH2:18]3)[NH:1][C:2]=2[CH:6]=1. The yield is 0.120.